Dataset: Forward reaction prediction with 1.9M reactions from USPTO patents (1976-2016). Task: Predict the product of the given reaction. (1) Given the reactants Br[C:2]1[CH:7]=[CH:6][C:5]([S:8]([N:11]2[CH2:25][CH2:24][C:14]3([O:19][CH2:18][C:17](=[O:20])[N:16]([CH:21]4[CH2:23][CH2:22]4)[CH2:15]3)[CH2:13][CH2:12]2)(=[O:10])=[O:9])=[C:4]([F:26])[CH:3]=1.[F:27][C:28]1[CH:33]=[CH:32][C:31](B(O)O)=[CH:30][CH:29]=1.C([O-])([O-])=O.[K+].[K+], predict the reaction product. The product is: [CH:21]1([N:16]2[CH2:15][C:14]3([CH2:24][CH2:25][N:11]([S:8]([C:5]4[CH:6]=[CH:7][C:2]([C:31]5[CH:32]=[CH:33][C:28]([F:27])=[CH:29][CH:30]=5)=[CH:3][C:4]=4[F:26])(=[O:10])=[O:9])[CH2:12][CH2:13]3)[O:19][CH2:18][C:17]2=[O:20])[CH2:23][CH2:22]1. (2) Given the reactants C[O:2][C:3](=[O:32])[C:4]1[CH:9]=[CH:8][C:7]([NH:10][C@@H:11]([C:16]2[CH:21]=[CH:20][C:19]([C:22]3[CH:27]=[CH:26][C:25]([C:28]([F:31])([F:30])[F:29])=[CH:24][CH:23]=3)=[CH:18][CH:17]=2)[CH2:12][CH:13]([CH3:15])[CH3:14])=[N:6][CH:5]=1.CO.[OH-].[Na+], predict the reaction product. The product is: [CH3:14][CH:13]([CH3:15])[CH2:12][C@@H:11]([NH:10][C:7]1[CH:8]=[CH:9][C:4]([C:3]([OH:32])=[O:2])=[CH:5][N:6]=1)[C:16]1[CH:17]=[CH:18][C:19]([C:22]2[CH:23]=[CH:24][C:25]([C:28]([F:31])([F:30])[F:29])=[CH:26][CH:27]=2)=[CH:20][CH:21]=1. (3) Given the reactants [Cl:1][C:2]1[N:7]=[C:6]([CH2:8][C:9]([C:11]2[CH:16]=[C:15]([O:17][CH3:18])[CH:14]=[CH:13][N:12]=2)=O)[CH:5]=[CH:4][N:3]=1.C1C(=O)N(Br)C(=O)C1.[CH2:27]([NH:29][C:30]([NH2:32])=[S:31])[CH3:28], predict the reaction product. The product is: [Cl:1][C:2]1[N:7]=[C:6]([C:8]2[S:31][C:30]([NH:29][CH2:27][CH3:28])=[N:32][C:9]=2[C:11]2[CH:16]=[C:15]([O:17][CH3:18])[CH:14]=[CH:13][N:12]=2)[CH:5]=[CH:4][N:3]=1. (4) Given the reactants [CH2:1]([C@H:8]1[N:13]([C:14](=[O:34])[CH2:15][CH2:16][C:17]2[CH:22]=[CH:21][CH:20]=[CH:19][C:18]=2[O:23][C:24]2[CH:29]=[CH:28][CH:27]=[CH:26][C:25]=2/[CH:30]=[CH:31]/[C:32]#[N:33])[CH2:12][CH2:11][N:10](C(OC(C)(C)C)=O)[CH2:9]1)[C:2]1[CH:7]=[CH:6][CH:5]=[CH:4][CH:3]=1.[H][H], predict the reaction product. The product is: [CH2:1]([C@@H:8]1[CH2:9][NH:10][CH2:11][CH2:12][N:13]1[C:14](=[O:34])[CH2:15][CH2:16][C:17]1[CH:22]=[CH:21][CH:20]=[CH:19][C:18]=1[O:23][C:24]1[CH:29]=[CH:28][CH:27]=[CH:26][C:25]=1[CH2:30][CH2:31][C:32]#[N:33])[C:2]1[CH:7]=[CH:6][CH:5]=[CH:4][CH:3]=1. (5) The product is: [O:1]=[C:2]1[C:7]2[N:8]=[C:9]([CH2:23][CH2:24][CH3:25])[N:10]([C:11]3[CH:18]=[CH:17][C:14]([C:15]([OH:32])=[O:26])=[CH:13][C:12]=3[C:19]([F:20])([F:21])[F:22])[C:6]=2[CH:5]=[CH:4][NH:3]1. Given the reactants [O:1]=[C:2]1[C:7]2[N:8]=[C:9]([CH2:23][CH2:24][CH3:25])[N:10]([C:11]3[CH:18]=[CH:17][C:14]([C:15]#N)=[CH:13][C:12]=3[C:19]([F:22])([F:21])[F:20])[C:6]=2[CH:5]=[CH:4][NH:3]1.[OH-:26].[Na+].ClCCl.C[OH:32], predict the reaction product. (6) The product is: [NH2:4][C:5]1[CH:10]=[C:9]([C:11]2[CH:16]=[C:15]([F:17])[C:14]([Br:18])=[CH:13][C:12]=2[F:19])[N:8]=[C:7]([C:20]([O:22][CH3:23])=[O:21])[C:6]=1[Cl:24]. Given the reactants C([NH:4][C:5]1[CH:10]=[C:9]([C:11]2[CH:16]=[C:15]([F:17])[C:14]([Br:18])=[CH:13][C:12]=2[F:19])[N:8]=[C:7]([C:20]([O:22][CH3:23])=[O:21])[C:6]=1[Cl:24])(=O)C.C(Cl)(=O)C.C([O-])(O)=O.[Na+], predict the reaction product. (7) Given the reactants [CH:1]([C@H:4]1[C:8]([C:15]2[CH:20]=[CH:19][CH:18]=[CH:17][CH:16]=2)([C:9]2[CH:14]=[CH:13][CH:12]=[CH:11][CH:10]=2)[O:7][C:6](=[S:21])[NH:5]1)([CH3:3])[CH3:2].CN(C1C=CC=CN=1)C.Cl.CN(C)CCCN=C=NCC.[CH3:43][Si:44]([CH3:63])([CH3:62])[CH2:45][CH2:46][O:47][C:48]([NH:50][CH2:51][CH2:52][CH2:53][CH2:54][CH2:55]/[CH:56]=[CH:57]/[CH2:58][C:59](O)=[O:60])=[O:49].P([O-])(O)(O)=O.[K+], predict the reaction product. The product is: [CH:1]([C@H:4]1[C:8]([C:15]2[CH:16]=[CH:17][CH:18]=[CH:19][CH:20]=2)([C:9]2[CH:14]=[CH:13][CH:12]=[CH:11][CH:10]=2)[O:7][C:6](=[S:21])[N:5]1[C:59](=[O:60])[CH2:58]/[CH:57]=[CH:56]/[CH2:55][CH2:54][CH2:53][CH2:52][CH2:51][NH:50][C:48](=[O:49])[O:47][CH2:46][CH2:45][Si:44]([CH3:43])([CH3:63])[CH3:62])([CH3:3])[CH3:2].